Predict the product of the given reaction. From a dataset of Forward reaction prediction with 1.9M reactions from USPTO patents (1976-2016). Given the reactants [NH2:1][C:2]1[N:7]=[CH:6][C:5]([C:8]2[N:9]=[C:10]([N:20]3[CH2:25][CH2:24][O:23][CH2:22][CH2:21]3)[C:11]3[S:16][C:15]([C:17](O)=[O:18])=[CH:14][C:12]=3[N:13]=2)=[CH:4][N:3]=1.[NH:26]1[CH2:31][CH2:30][O:29][CH2:28][CH2:27]1, predict the reaction product. The product is: [NH2:1][C:2]1[N:3]=[CH:4][C:5]([C:8]2[N:9]=[C:10]([N:20]3[CH2:21][CH2:22][O:23][CH2:24][CH2:25]3)[C:11]3[S:16][C:15]([C:17]([N:26]4[CH2:31][CH2:30][O:29][CH2:28][CH2:27]4)=[O:18])=[CH:14][C:12]=3[N:13]=2)=[CH:6][N:7]=1.